Binary Classification. Given a miRNA mature sequence and a target amino acid sequence, predict their likelihood of interaction. From a dataset of Experimentally validated miRNA-target interactions with 360,000+ pairs, plus equal number of negative samples. (1) The protein sequence of the target gene is MAPGPFSSALLSPPPAALPFLLLLWAGASRGQPCPGRCICQNVAPTLTMLCAKTGLLFVPPAIDRRVVELRLTDNFIAAVRRRDFANMTSLVHLTLSRNTIGQVAAGAFADLRALRALHLDSNRLAEVRGDQLRGLGNLRHLILGNNQIRRVESAAFDAFLSTVEDLDLSYNNLEALPWEAVGQMVNLNTLTLDHNLIDHIAEGTFVQLHKLVRLDMTSNRLHKLPPDGLFLRSQGTGPKPPTPLTVSFGGNPLHCNCELLWLRRLTREDDLETCATPEHLTDRYFWSIPEEEFLCEPPL.... Result: 0 (no interaction). The miRNA is hsa-miR-4520-3p with sequence UUGGACAGAAAACACGCAGGAA. (2) The miRNA is dme-miR-iab-8-5p with sequence UUACGUAUACUGAAGGUAUACCG. The protein sequence of the target gene is MTESEGLVTFKDVAIDFTQEEWKQLDPTQRNLYRNVMLENYNNLITVGPPLTKPEVIFKLEQEEEPCVVEREVLWRPCPGEILGIDEHQKIQDGQVFEGIVVTSEASECPEEFASTFFPNADSIPSMHSLFECDGVGECLEPNFGDDDVQYPLPEEQFEYDDAMQPFHTSSPHFVLTPFKCNHCGKGFSQTLDLIRHLRVHTGGKLYECHQCGKGFSHKEKLINHHKLHSREQCYECSECGKTFIKMSNLIRHQRIHTGEKPYVCQECGKSFGQKSNLIDHEKIHTGEKPYKCNECGKSF.... Result: 0 (no interaction). (3) The miRNA is hsa-miR-6860 with sequence ACUGGGCAGGGCUGUGGUGAGU. The protein sequence of the target gene is MAMTWIVFSLWPLTVFMGHIGGHSLFSCEPITLRMCQDLPYNTTFMPNLLNHYDQQTAALAMEPFHPMVNLDCSRDFRPFLCALYAPICMEYGRVTLPCRRLCQRAYSECSKLMEMFGVPWPEDMECSRFPDCDEPYPRLVDLNLAGEPTEGAPVAVQRDYGFWCPRELKIDPDLGYSFLHVRDCSPPCPNMYFRREELSFARYFIGLISIICLSATLFTFLTFLIDVTRFRYPERPIIFYAVCYMMVSLIFFIGFLLEDRVACNASIPAQYKASTVTQGSHNKACTMLFMILYFFTMAG.... Result: 0 (no interaction). (4) The miRNA is hsa-miR-605-5p with sequence UAAAUCCCAUGGUGCCUUCUCCU. The protein sequence of the target gene is MKKEHVSHCQFSAWYPLFRSLTIKSVILPLPQNVKDYLLDDGTLVVSGREDPPTCSQSDSGNEAEETQWSDDESTATLTAPEFPEFNTQVQEAINSLGGSVFPKLNWSAPRDAYWIAMNSSLKCKTLSDIFLLFKSSDFITHDFTQPFIHCTDDSPDPCIEYELVLRKWCELIPGAEFRCFVKENKLIGISQRDYTQYYDHISKQKEEICRCIQDFFKEHLQYKFLDEDFVFDIYRDSRGKVWLIDFNPFGEVTDSLLFTWEELTSENNLRGEVTEGDAQEQDSPAFRCTNSEVTVQPSP.... Result: 0 (no interaction). (5) The miRNA is rno-miR-139-5p with sequence UCUACAGUGCACGUGUCUCCAG. The protein sequence of the target gene is MAAVVEVEVGGGALAERELDEVDMSDLSPEEQWRVEHARMHAKHRGHEAMHAEMVLILIATLVVAQLLLVQWKQRHPRSYNMVTLFQMWVVPLYFTVKLHWWRFLVIWIFFSAVTAFVTFRATRKPLVQTTPRLVYKWFLLIYKISYATGIVGYMAVMFTLFGLNLLFKIKPEDAMDFGISLLFYGLYYGVLERDFAEMCADYMASTIGFYSESGMPTKHLSDSVCAVCGQQIFVDVNEEGIIENTYRLSCNHVFHEFCIRGWCIVGKKQTCPYCKEKVDLKRMFSNPWERPHVMYGQLL.... Result: 0 (no interaction). (6) The miRNA is mmu-miR-539-3p with sequence CAUACAAGGAUAAUUUCUUUUU. The protein sequence of the target gene is MESWPWMAVVVLLGLTVRWTVSLSSYSGAGKPPMFGDYEAQRHWQEITLNLPVKQWYFNSSDNNLLYWGLDYPPLTAYHSLLCAYVAKFINPDWVALHTSRGYESQAHKLFMRATVLAADLLIYVPAVLLYCYSLKEISPKRKIASALCILLYPGLILIDYGHFQYNSVSLGFALWGVLGVSWDWDLLGSLAFCLALNYKQMELYHSLPFFCFLLGKCFKKGLKGKGLALFIRIACTVLASFLLCWLPFLTEREHALQVVRRLFPVDRGLFEDKVANIWCSVNVFLKIKDTLPRHIQIAI.... Result: 1 (interaction).